From a dataset of Forward reaction prediction with 1.9M reactions from USPTO patents (1976-2016). Predict the product of the given reaction. (1) Given the reactants Cl.Cl[C:3]1[C:4]([N:9]2[CH2:14][CH2:13][N:12]([CH2:15][C:16]3[CH:17]=[N:18][N:19]([CH3:22])[C:20]=3[CH3:21])[CH2:11][CH2:10]2)=[N:5][CH:6]=[CH:7][N:8]=1.[C:23]([NH:26][C:27]1[CH:32]=[CH:31][C:30](B(O)O)=[CH:29][CH:28]=1)(=[O:25])[CH3:24].C(=O)([O-])[O-].[K+].[K+], predict the reaction product. The product is: [CH3:22][N:19]1[C:20]([CH3:21])=[C:16]([CH2:15][N:12]2[CH2:13][CH2:14][N:9]([C:4]3[C:3]([C:30]4[CH:31]=[CH:32][C:27]([NH:26][C:23](=[O:25])[CH3:24])=[CH:28][CH:29]=4)=[N:8][CH:7]=[CH:6][N:5]=3)[CH2:10][CH2:11]2)[CH:17]=[N:18]1. (2) Given the reactants Br[C:2]1[CH:3]=[C:4]([C:9]2[N:10]=[C:11]([CH:21]([CH3:23])[CH3:22])[NH:12][C:13]=2[C:14]2[CH:19]=[CH:18][CH:17]=[C:16]([CH3:20])[N:15]=2)[CH:5]=[CH:6][C:7]=1[F:8].CC1(C)C(C)(C)OB([C:32]2[CH:37]=[CH:36][C:35]([NH:38][S:39]([CH:42]3[CH2:44][CH2:43]3)(=[O:41])=[O:40])=[CH:34][CH:33]=2)O1, predict the reaction product. The product is: [F:8][C:7]1[CH:6]=[CH:5][C:4]([C:9]2[NH:10][C:11]([CH:21]([CH3:23])[CH3:22])=[N:12][C:13]=2[C:14]2[CH:19]=[CH:18][CH:17]=[C:16]([CH3:20])[N:15]=2)=[CH:3][C:2]=1[C:32]1[CH:37]=[CH:36][C:35]([NH:38][S:39]([CH:42]2[CH2:44][CH2:43]2)(=[O:40])=[O:41])=[CH:34][CH:33]=1. (3) Given the reactants F[C:2]1[CH:7]=[CH:6][CH:5]=[C:4]([F:8])[N:3]=1.[Cl:9][C:10]1[CH:17]=[CH:16][C:13]([CH2:14][NH2:15])=[CH:12][CH:11]=1.C(N(CC)C(C)C)(C)C, predict the reaction product. The product is: [Cl:9][C:10]1[CH:17]=[CH:16][C:13]([CH2:14][NH:15][C:2]2[CH:7]=[CH:6][CH:5]=[C:4]([F:8])[N:3]=2)=[CH:12][CH:11]=1. (4) Given the reactants [F:1][C:2]([F:16])([F:15])[C:3]1[CH:4]=[CH:5][C:6]([N:9]2[CH2:14][CH2:13][NH:12][CH2:11][CH2:10]2)=[N:7][CH:8]=1.C(OC([N:24]1[CH2:29][CH2:28][N:27]([CH:30]([CH3:32])[CH3:31])[CH2:26][C@@H:25]1[C:33](O)=[O:34])=O)(C)(C)C.F[P-](F)(F)(F)(F)F.N1(OC(N(C)C)=[N+](C)C)C2N=CC=CC=2N=N1, predict the reaction product. The product is: [CH:30]([N:27]1[CH2:28][CH2:29][NH:24][C@@H:25]([C:33]([N:12]2[CH2:11][CH2:10][N:9]([C:6]3[CH:5]=[CH:4][C:3]([C:2]([F:1])([F:15])[F:16])=[CH:8][N:7]=3)[CH2:14][CH2:13]2)=[O:34])[CH2:26]1)([CH3:32])[CH3:31]. (5) The product is: [CH:16]1([C@H:20]([NH:22][C:23]2[N:31]=[C:30]([C:32]#[N:33])[N:29]=[C:28]3[C:24]=2[N:25]([CH2:34][C@H:35]2[CH2:36][CH2:37][C@H:38]([CH3:41])[CH2:39][CH2:40]2)[C:26]([C:49]([C:44]2[CH:45]=[CH:46][CH:47]=[CH:48][C:43]=2[F:42])([OH:51])[CH3:50])=[N:27]3)[CH3:21])[CH2:19][CH2:18][CH2:17]1. Given the reactants [Li]CCCC.CC1(C)CCCC(C)(C)N1.[CH:16]1([C@H:20]([NH:22][C:23]2[N:31]=[C:30]([C:32]#[N:33])[N:29]=[C:28]3[C:24]=2[N:25]([CH2:34][C@H:35]2[CH2:40][CH2:39][C@H:38]([CH3:41])[CH2:37][CH2:36]2)[CH:26]=[N:27]3)[CH3:21])[CH2:19][CH2:18][CH2:17]1.[F:42][C:43]1[CH:48]=[CH:47][CH:46]=[CH:45][C:44]=1[C:49](=[O:51])[CH3:50], predict the reaction product.